From a dataset of Full USPTO retrosynthesis dataset with 1.9M reactions from patents (1976-2016). Predict the reactants needed to synthesize the given product. (1) Given the product [CH2:13]([CH:12]([NH:11][C:8]1[CH:9]=[CH:10][C:5]([C:4]([OH:20])=[O:3])=[CH:6][C:7]=1[N+:17]([O-:19])=[O:18])[CH2:15][CH3:16])[CH3:14], predict the reactants needed to synthesize it. The reactants are: C([O:3][C:4](=[O:20])[C:5]1[CH:10]=[CH:9][C:8]([NH:11][CH:12]([CH2:15][CH3:16])[CH2:13][CH3:14])=[C:7]([N+:17]([O-:19])=[O:18])[CH:6]=1)C.C1COCC1.[OH-].[Na+].Cl. (2) Given the product [C:1]([O:5][C:6]([N:8]1[CH2:13][CH2:12][CH:11]([O:14][CH2:17][CH3:18])[CH2:10][CH2:9]1)=[O:7])([CH3:4])([CH3:2])[CH3:3], predict the reactants needed to synthesize it. The reactants are: [C:1]([O:5][C:6]([N:8]1[CH2:13][CH2:12][CH:11]([OH:14])[CH2:10][CH2:9]1)=[O:7])([CH3:4])([CH3:3])[CH3:2].[H-].[Na+].[CH2:17](I)[CH3:18]. (3) Given the product [Br:1][C:2]1[CH:7]=[C:6]2[C:5](=[CH:4][CH:3]=1)[N:12]([CH2:13][C@@H:14]1[CH2:18][CH2:17][CH2:16][N:15]1[CH3:19])[CH:9]=[CH:8]2, predict the reactants needed to synthesize it. The reactants are: [Br:1][C:2]1[CH:3]=[CH:4][C:5]([NH:12][CH2:13][C@@H:14]2[CH2:18][CH2:17][CH2:16][N:15]2[CH3:19])=[C:6]([C:8](=O)[CH2:9]Cl)[CH:7]=1.[OH-].[Na+].[BH4-].[Na+]. (4) Given the product [C:23]([O:27][C:28]([N:30]1[CH2:34][C@H:33]2[N:35]([C:39](=[O:46])[C:40]3[CH:41]=[CH:42][CH:43]=[CH:44][CH:45]=3)[CH2:36][C:37](=[O:38])[C@H:32]2[N:31]1[C:47](=[O:70])[C@@H:48]([NH:53][C:54](=[O:69])[C:55]1[CH:56]=[CH:57][C:58]([NH:61][C:62]([O:64][C:65]([CH3:68])([CH3:67])[CH3:66])=[O:63])=[CH:59][CH:60]=1)[CH2:49][CH:50]([CH3:52])[CH3:51])=[O:29])([CH3:24])([CH3:25])[CH3:26], predict the reactants needed to synthesize it. The reactants are: CC(OI1(OC(C)=O)(OC(C)=O)OC(=O)C2C=CC=CC1=2)=O.[C:23]([O:27][C:28]([N:30]1[CH2:34][C@H:33]2[N:35]([C:39](=[O:46])[C:40]3[CH:45]=[CH:44][CH:43]=[CH:42][CH:41]=3)[CH2:36][C@H:37]([OH:38])[C@H:32]2[N:31]1[C:47](=[O:70])[C@@H:48]([NH:53][C:54](=[O:69])[C:55]1[CH:60]=[CH:59][C:58]([NH:61][C:62]([O:64][C:65]([CH3:68])([CH3:67])[CH3:66])=[O:63])=[CH:57][CH:56]=1)[CH2:49][CH:50]([CH3:52])[CH3:51])=[O:29])([CH3:26])([CH3:25])[CH3:24].